Dataset: Full USPTO retrosynthesis dataset with 1.9M reactions from patents (1976-2016). Task: Predict the reactants needed to synthesize the given product. Given the product [NH2:1][C:2]1[C:3]2[C:10]([C:11]3[CH:20]=[C:19]4[C:14]([CH:15]=[CH:16][C:17]([C:21]5[CH:26]=[CH:25][CH:24]=[CH:23][CH:22]=5)=[N:18]4)=[CH:13][CH:12]=3)=[CH:9][N:8]([C@H:27]3[CH2:28][C@H:29]([CH2:31][O:32][S:34]([C:37]4[CH:43]=[CH:42][C:40]([CH3:41])=[CH:39][CH:38]=4)(=[O:35])=[O:33])[CH2:30]3)[C:4]=2[N:5]=[CH:6][N:7]=1, predict the reactants needed to synthesize it. The reactants are: [NH2:1][C:2]1[C:3]2[C:10]([C:11]3[CH:20]=[C:19]4[C:14]([CH:15]=[CH:16][C:17]([C:21]5[CH:26]=[CH:25][CH:24]=[CH:23][CH:22]=5)=[N:18]4)=[CH:13][CH:12]=3)=[CH:9][N:8]([C@H:27]3[CH2:30][C@H:29]([CH2:31][OH:32])[CH2:28]3)[C:4]=2[N:5]=[CH:6][N:7]=1.[O:33](S(C1C=CC(C)=CC=1)(=O)=O)[S:34]([C:37]1[CH:43]=[CH:42][C:40]([CH3:41])=[CH:39][CH:38]=1)(=O)=[O:35].O.C([O-])(O)=O.[Na+].